From a dataset of Reaction yield outcomes from USPTO patents with 853,638 reactions. Predict the reaction yield, written as a fraction of the theoretical maximum amount of product (1.0 means a 100% yield; for example, 0.34 means a 34% yield). (1) The reactants are [Cl:1][C:2]1[C:3]([Cl:22])=[CH:4][C:5]2[CH2:11][S:10](=[O:13])(=[O:12])[NH:9][N:8]=[C:7]([C:14]3[CH:19]=[CH:18][C:17]([F:20])=[CH:16][CH:15]=3)[C:6]=2[CH:21]=1.[CH2:23](I)[CH3:24]. No catalyst specified. The product is [Cl:1][C:2]1[C:3]([Cl:22])=[CH:4][C:5]2[CH2:11][S:10](=[O:12])(=[O:13])[N:9]([CH2:23][CH3:24])[N:8]=[C:7]([C:14]3[CH:15]=[CH:16][C:17]([F:20])=[CH:18][CH:19]=3)[C:6]=2[CH:21]=1. The yield is 0.760. (2) The catalyst is CCOCC. The product is [C:23]([P:22]([C:27]([CH3:30])([CH3:29])[CH3:28])[C:3]1[CH:8]=[CH:7][CH:6]=[CH:5][C:4]=1[C:9]1[CH:14]=[CH:13][C:12]([C:15]([F:18])([F:17])[F:16])=[CH:11][CH:10]=1)([CH3:26])([CH3:25])[CH3:24]. The reactants are [Mg].Br[C:3]1[CH:8]=[CH:7][CH:6]=[CH:5][C:4]=1[C:9]1[CH:14]=[CH:13][C:12]([C:15]([F:18])([F:17])[F:16])=[CH:11][CH:10]=1.II.Cl[P:22]([C:27]([CH3:30])([CH3:29])[CH3:28])[C:23]([CH3:26])([CH3:25])[CH3:24]. The yield is 0.110.